Dataset: Forward reaction prediction with 1.9M reactions from USPTO patents (1976-2016). Task: Predict the product of the given reaction. (1) The product is: [CH3:1][C:2]([CH3:7])([CH3:6])[C:3]([NH:29][CH2:30][C:31]1([C:36]2[CH:37]=[CH:38][C:39]([NH:42][C:43](=[O:54])[C:44]3[CH:49]=[CH:48][C:47]([O:50][CH3:51])=[C:46]([O:52][CH3:53])[CH:45]=3)=[CH:40][CH:41]=2)[CH2:32][CH2:33][CH2:34][CH2:35]1)=[O:4]. Given the reactants [CH3:1][C:2]([CH3:7])([CH3:6])[C:3](O)=[O:4].C1C=CC2N(O)N=NC=2C=1.C(Cl)CCl.CN1CCOCC1.[NH2:29][CH2:30][C:31]1([C:36]2[CH:41]=[CH:40][C:39]([NH:42][C:43](=[O:54])[C:44]3[CH:49]=[CH:48][C:47]([O:50][CH3:51])=[C:46]([O:52][CH3:53])[CH:45]=3)=[CH:38][CH:37]=2)[CH2:35][CH2:34][CH2:33][CH2:32]1, predict the reaction product. (2) Given the reactants BrC1C2C(S([Cl:15])(=O)=O)=CC=CC=2C=NC=1.C(OC(NC1CCNC1)=O)(C)(C)C.C(OC([NH:36][CH2:37][CH:38]1[CH2:41][N:40]([S:42]([C:45]2[C:46]3[C:47]([Cl:55])=[CH:48][N:49]=[CH:50][C:51]=3[CH:52]=[CH:53][CH:54]=2)(=[O:44])=[O:43])[CH2:39]1)=O)(C)(C)C, predict the reaction product. The product is: [NH2:36][CH2:37][CH:38]1[CH2:39][N:40]([S:42]([C:45]2[C:46]3[C:47]([Cl:55])=[CH:48][N:49]=[CH:50][C:51]=3[CH:52]=[CH:53][CH:54]=2)(=[O:43])=[O:44])[CH2:41]1.[ClH:15]. (3) Given the reactants [NH2:1][N:2]1[N:11]=[C:10]([CH:12]2[CH2:16][CH2:15][CH2:14][CH2:13]2)[C:9]2[C:4](=[CH:5][CH:6]=[CH:7][CH:8]=2)[C:3]1=[O:17].[Cl:18][C:19]1[CH:24]=[CH:23][C:22]([CH2:25][C:26](O)=[O:27])=[CH:21][CH:20]=1, predict the reaction product. The product is: [Cl:18][C:19]1[CH:24]=[CH:23][C:22]([CH2:25][C:26]([NH:1][N:2]2[N:11]=[C:10]([CH:12]3[CH2:16][CH2:15][CH2:14][CH2:13]3)[C:9]3[C:4](=[CH:5][CH:6]=[CH:7][CH:8]=3)[C:3]2=[O:17])=[O:27])=[CH:21][CH:20]=1. (4) Given the reactants [CH3:1][C:2]1[N:3]([CH2:11][CH2:12][CH3:13])[C:4]2[C:9]([CH:10]=1)=[CH:8][CH:7]=[CH:6][CH:5]=2.[Cl-].C([Al+]CC)C.[S:20]1[C:24]2[NH:25][C:26]([C:28](Cl)=[O:29])=[CH:27][C:23]=2[CH:22]=[CH:21]1, predict the reaction product. The product is: [CH3:1][C:2]1[N:3]([CH2:11][CH2:12][CH3:13])[C:4]2[C:9]([C:10]=1[C:28]([C:26]1[NH:25][C:24]3[S:20][CH:21]=[CH:22][C:23]=3[CH:27]=1)=[O:29])=[CH:8][CH:7]=[CH:6][CH:5]=2. (5) Given the reactants [C:1]([CH2:4][CH2:5][C:6]1[C:10]([CH3:11])=[C:9]([CH:12]=O)[NH:8][C:7]=1[CH3:14])([OH:3])=[O:2].[C:15]1([C:21]2[CH:29]=[C:28]3[C:24]([CH2:25][C:26](=[O:30])[NH:27]3)=[CH:23][CH:22]=2)[CH:20]=[CH:19][CH:18]=[CH:17][CH:16]=1, predict the reaction product. The product is: [CH3:14][C:7]1[NH:8][C:9]([CH:12]=[C:25]2[C:24]3[C:28](=[CH:29][C:21]([C:15]4[CH:20]=[CH:19][CH:18]=[CH:17][CH:16]=4)=[CH:22][CH:23]=3)[NH:27][C:26]2=[O:30])=[C:10]([CH3:11])[C:6]=1[CH2:5][CH2:4][C:1]([OH:3])=[O:2]. (6) Given the reactants Cl[C:2]1[C:7]([F:8])=[CH:6][N:5]=[C:4]2[NH:9][CH:10]=[CH:11][C:3]=12.[CH:12]1([NH2:18])[CH2:17][CH2:16][CH2:15][CH2:14][CH2:13]1, predict the reaction product. The product is: [CH:12]1([NH:18][C:2]2[C:3]3[CH:11]=[CH:10][NH:9][C:4]=3[N:5]=[CH:6][C:7]=2[F:8])[CH2:17][CH2:16][CH2:15][CH2:14][CH2:13]1. (7) Given the reactants C([O:3][C:4](=[O:31])[CH2:5][O:6][C:7]1[S:8][C:9]2[N:10]=[C:11]([N:16]3[CH2:21][CH2:20][CH:19]([O:22][C:23]4[CH:28]=[C:27]([F:29])[CH:26]=[CH:25][C:24]=4[Br:30])[CH2:18][CH2:17]3)[N:12]=[CH:13][C:14]=2[N:15]=1)C.[OH-].[Na+], predict the reaction product. The product is: [Br:30][C:24]1[CH:25]=[CH:26][C:27]([F:29])=[CH:28][C:23]=1[O:22][CH:19]1[CH2:18][CH2:17][N:16]([C:11]2[N:12]=[CH:13][C:14]3[N:15]=[C:7]([O:6][CH2:5][C:4]([OH:31])=[O:3])[S:8][C:9]=3[N:10]=2)[CH2:21][CH2:20]1.